From a dataset of Full USPTO retrosynthesis dataset with 1.9M reactions from patents (1976-2016). Predict the reactants needed to synthesize the given product. (1) Given the product [C:30]([C:26]1[N:25]=[C:24]([CH2:23][N:18]2[C:19]3[C:15](=[C:14]([NH:13][C:11]([C:8]4[N:5]5[CH:6]=[CH:7][C:2]([O:44][CH2:43][CH2:42][N:37]6[CH2:38][CH2:39][N:40]([CH3:41])[CH:35]([CH3:34])[CH2:36]6)=[CH:3][C:4]5=[N:10][CH:9]=4)=[O:12])[CH:22]=[CH:21][CH:20]=3)[C:16]([CH3:33])=[N:17]2)[CH:29]=[CH:28][CH:27]=1)([CH3:46])([CH3:32])[CH3:31], predict the reactants needed to synthesize it. The reactants are: F[C:2]1[CH:7]=[CH:6][N:5]2[C:8]([C:11]([NH:13][C:14]3[CH:22]=[CH:21][CH:20]=[C:19]4[C:15]=3[C:16]([CH3:33])=[N:17][N:18]4[CH2:23][C:24]3[CH:29]=[CH:28][CH:27]=[C:26]([CH:30]([CH3:32])[CH3:31])[N:25]=3)=[O:12])=[CH:9][N:10]=[C:4]2[CH:3]=1.[CH3:34][C@@H:35]1[N:40]([CH3:41])[CH2:39][CH2:38][N:37]([CH2:42][CH2:43][OH:44])[CH2:36]1.O1CCN(CCO)C[CH2:46]1. (2) The reactants are: [CH:1]1([C:7](OC2C=CC=CC=2C)=[O:8])[CH2:6][CH2:5][CH2:4][CH2:3][CH2:2]1.C([O:21][C:22]1[CH:27]=[CH:26][CH:25]=[CH:24][C:23]=1[CH3:28])(=O)CC. Given the product [CH:1]1([C:7]([C:25]2[CH:26]=[CH:27][C:22]([OH:21])=[C:23]([CH3:28])[CH:24]=2)=[O:8])[CH2:6][CH2:5][CH2:4][CH2:3][CH2:2]1, predict the reactants needed to synthesize it.